From a dataset of Full USPTO retrosynthesis dataset with 1.9M reactions from patents (1976-2016). Predict the reactants needed to synthesize the given product. (1) The reactants are: [CH2:1]([NH:8][C:9]1[CH:14]=[C:13]([NH:15][C:16]2[CH:21]=[CH:20][C:19]([N:22]3[CH2:27][CH2:26][CH:25]([CH2:28][CH2:29]OS(C)(=O)=O)[CH2:24][CH2:23]3)=[CH:18][CH:17]=2)[N:12]=[CH:11][C:10]=1[CH2:35][C:36]([NH2:38])=[O:37])[C:2]1[CH:7]=[CH:6][CH:5]=[CH:4][CH:3]=1. Given the product [CH2:1]([NH:8][C:9]1[CH:14]=[C:13]([NH:15][C:16]2[CH:21]=[CH:20][C:19]([N:22]3[CH2:23][CH2:24][CH:25]([CH2:28][CH2:29][N:8]([CH2:9][CH3:10])[CH2:1][CH3:2])[CH2:26][CH2:27]3)=[CH:18][CH:17]=2)[N:12]=[CH:11][C:10]=1[CH2:35][C:36]([NH2:38])=[O:37])[C:2]1[CH:7]=[CH:6][CH:5]=[CH:4][CH:3]=1, predict the reactants needed to synthesize it. (2) Given the product [N+:8](/[CH:11]=[CH:6]/[C:3]1[CH:4]=[CH:5][S:1][CH:2]=1)([O-:10])=[O:9], predict the reactants needed to synthesize it. The reactants are: [S:1]1[CH:5]=[CH:4][C:3]([CH:6]=O)=[CH:2]1.[N+:8]([CH3:11])([O-:10])=[O:9].[OH-].[Na+].Cl.